This data is from Forward reaction prediction with 1.9M reactions from USPTO patents (1976-2016). The task is: Predict the product of the given reaction. (1) Given the reactants [CH3:1][O:2][C:3]1[CH:8]=[CH:7][N:6]=[C:5]([CH2:9][S:10]([C:12]2[N:16](S(C3C=CC(OCC([O-])=O)=CC=3)(=O)=O)[C:15]3[CH:31]=[CH:32][C:33]([N:35]4[CH:39]=[CH:38][CH:37]=[CH:36]4)=[CH:34][C:14]=3[N:13]=2)=[O:11])[C:4]=1[CH3:40].[Na+].COC1C=CN=C(CS(C2N(S(C3C=CC(OCC([O-])=O)=CC=3)(=O)=O)C3C=C(N4C=CC=C4)C=CC=3N=2)=O)C=1C.[Na+], predict the reaction product. The product is: [CH3:40][C:4]1[C:5]([CH2:9][S+:10]([O-:11])[C:12]2[NH:16][C:15]3[CH:31]=[CH:32][C:33]([N:35]4[CH:36]=[CH:37][CH:38]=[CH:39]4)=[CH:34][C:14]=3[N:13]=2)=[N:6][CH:7]=[CH:8][C:3]=1[O:2][CH3:1]. (2) Given the reactants Cl.[N:2]1([CH2:7][C:8]([OH:10])=O)[CH:6]=[N:5][CH:4]=[N:3]1.[F:11][C:12]1[CH:40]=[CH:39][C:15]([O:16][C:17]2[CH:22]=[CH:21][C:20]([NH:23][C:24]([C@@H:26]3[CH2:30][C@@H:29]([C:31]4[CH:36]=[CH:35][C:34]([O:37][CH3:38])=[CH:33][CH:32]=4)[CH2:28][NH:27]3)=[O:25])=[CH:19][CH:18]=2)=[CH:14][CH:13]=1, predict the reaction product. The product is: [N:2]1([CH2:7][C:8]([N:27]2[CH2:28][C@H:29]([C:31]3[CH:36]=[CH:35][C:34]([O:37][CH3:38])=[CH:33][CH:32]=3)[CH2:30][C@H:26]2[C:24]([NH:23][C:20]2[CH:21]=[CH:22][C:17]([O:16][C:15]3[CH:14]=[CH:13][C:12]([F:11])=[CH:40][CH:39]=3)=[CH:18][CH:19]=2)=[O:25])=[O:10])[CH:6]=[N:5][CH:4]=[N:3]1. (3) Given the reactants COC1C=CC(C[N:8]2[C:12]3=[N:13][CH:14]=[CH:15][C:16]([O:17][C:18]4[CH:23]=[CH:22][C:21]([NH:24][C:25]([C:27]5[C:28](=[O:40])[N:29]([C:33]6[CH:38]=[CH:37][C:36]([F:39])=[CH:35][CH:34]=6)[N:30]=[CH:31][CH:32]=5)=[O:26])=[CH:20][C:19]=4[F:41])=[C:11]3[C:10]([C:42]3[CH:43]=[N:44][N:45]([CH3:47])[CH:46]=3)=[N:9]2)=CC=1.C(O)(C(F)(F)F)=O, predict the reaction product. The product is: [F:41][C:19]1[CH:20]=[C:21]([NH:24][C:25]([C:27]2[C:28](=[O:40])[N:29]([C:33]3[CH:34]=[CH:35][C:36]([F:39])=[CH:37][CH:38]=3)[N:30]=[CH:31][CH:32]=2)=[O:26])[CH:22]=[CH:23][C:18]=1[O:17][C:16]1[CH:15]=[CH:14][N:13]=[C:12]2[NH:8][N:9]=[C:10]([C:42]3[CH:43]=[N:44][N:45]([CH3:47])[CH:46]=3)[C:11]=12. (4) Given the reactants Cl.Cl.[O:3]=[C:4]1[C:18]2[C:13](=[CH:14][CH:15]=[C:16]([C:19]3[CH:20]=[N:21][CH:22]=[C:23]([CH:27]=3)[C:24]([OH:26])=[O:25])[CH:17]=2)[O:12][C:6]2([CH2:11][CH2:10][NH:9][CH2:8][CH2:7]2)[CH2:5]1.[CH:28]1([C:31]2[CH:32]=[CH:33][CH:34]=[C:35]3[C:40]=2[N:39]=[C:38]([C:41](N2C=CN=C2)=[O:42])[CH:37]=[C:36]3[O:48][CH3:49])[CH2:30][CH2:29]1.Cl, predict the reaction product. The product is: [CH:28]1([C:31]2[CH:32]=[CH:33][CH:34]=[C:35]3[C:40]=2[N:39]=[C:38]([C:41]([N:9]2[CH2:10][CH2:11][C:6]4([CH2:5][C:4](=[O:3])[C:18]5[C:13](=[CH:14][CH:15]=[C:16]([C:19]6[CH:20]=[N:21][CH:22]=[C:23]([CH:27]=6)[C:24]([OH:26])=[O:25])[CH:17]=5)[O:12]4)[CH2:7][CH2:8]2)=[O:42])[CH:37]=[C:36]3[O:48][CH3:49])[CH2:29][CH2:30]1. (5) The product is: [C:1]([C:3]1[CH:4]=[CH:5][C:6]([N:9]2[CH2:14][CH2:13][CH:12]([C:15]([NH:17][N:18]=[CH:22][C:21]3[CH:24]=[CH:25][C:26]([OH:28])=[CH:27][C:20]=3[OH:19])=[O:16])[CH2:11][CH2:10]2)=[CH:7][CH:8]=1)#[N:2]. Given the reactants [C:1]([C:3]1[CH:8]=[CH:7][C:6]([N:9]2[CH2:14][CH2:13][CH:12]([C:15]([NH:17][NH2:18])=[O:16])[CH2:11][CH2:10]2)=[CH:5][CH:4]=1)#[N:2].[OH:19][C:20]1[CH:27]=[C:26]([OH:28])[CH:25]=[CH:24][C:21]=1[CH:22]=O, predict the reaction product. (6) Given the reactants [OH:1][C:2]1([C:16]2[S:17][C:18]([C:21]3[CH:26]=[C:25]([CH3:27])[CH:24]=[C:23]([NH:28][C:29]4[CH:34]=[C:33]([C:35]#[C:36][Si](C)(C)C)[CH:32]=[CH:31][N:30]=4)[N:22]=3)=[CH:19][N:20]=2)[CH2:11][CH2:10][CH2:9][C:8]2[CH:7]=[C:6]([C:12]([O:14][CH3:15])=[O:13])[CH:5]=[CH:4][C:3]1=2.[F-].C([N+](CCCC)(CCCC)CCCC)CCC, predict the reaction product. The product is: [CH3:15][O:14][C:12]([C:6]1[CH:5]=[CH:4][C:3]2[C:2]([C:16]3[S:17][C:18]([C:21]4[CH:26]=[C:25]([CH3:27])[CH:24]=[C:23]([NH:28][C:29]5[CH:34]=[C:33]([C:35]#[CH:36])[CH:32]=[CH:31][N:30]=5)[N:22]=4)=[CH:19][N:20]=3)([OH:1])[CH2:11][CH2:10][CH2:9][C:8]=2[CH:7]=1)=[O:13]. (7) Given the reactants [C:1]([C:4]1[C:9]([C:10]2[CH:15]=[CH:14][CH:13]=[CH:12][CH:11]=2)=[N:8][N:7]([CH3:16])[C:6](=[O:17])[CH:5]=1)(=[O:3])[CH3:2], predict the reaction product. The product is: [OH:3][CH:1]([C:4]1[C:9]([C:10]2[CH:15]=[CH:14][CH:13]=[CH:12][CH:11]=2)=[N:8][N:7]([CH3:16])[C:6](=[O:17])[CH:5]=1)[CH3:2]. (8) Given the reactants [CH2:1]([C:4]1[CH:11]=[CH:10][C:7]([CH:8]=[O:9])=[CH:6][CH:5]=1)[C:2]#[CH:3].O.Cl([O-])=[O:14].[Na+], predict the reaction product. The product is: [CH2:1]([C:4]1[CH:5]=[CH:6][C:7]([C:8]([OH:14])=[O:9])=[CH:10][CH:11]=1)[C:2]#[CH:3].